From a dataset of Forward reaction prediction with 1.9M reactions from USPTO patents (1976-2016). Predict the product of the given reaction. (1) Given the reactants [F:1][C:2]1[CH:3]=[C:4]([CH:7]=[CH:8][C:9]=1[C:10]([F:13])([F:12])[F:11])[CH2:5][NH2:6].[CH:14]1[C:23]2[C:18](=[C:19]([CH:24]([CH2:28][CH3:29])[C:25](O)=[O:26])[CH:20]=[CH:21][CH:22]=2)[CH:17]=[CH:16][N:15]=1.C1C2C(=C(CC(O)=O)C=CC=2)C=CN=1, predict the reaction product. The product is: [F:1][C:2]1[CH:3]=[C:4]([CH:7]=[CH:8][C:9]=1[C:10]([F:11])([F:12])[F:13])[CH2:5][NH:6][C:25](=[O:26])[CH:24]([C:19]1[CH:20]=[CH:21][CH:22]=[C:23]2[C:18]=1[CH:17]=[CH:16][N:15]=[CH:14]2)[CH2:28][CH3:29]. (2) Given the reactants Cl[C:2]1[N:3]=[C:4]([N:26]2[CH2:31][CH2:30][O:29][CH2:28][CH2:27]2)[C:5]2[S:10][C:9]([C:11]3[CH:12]=[CH:13][C:14]([O:17][CH2:18][CH2:19][N:20]4[CH2:25][CH2:24][O:23][CH2:22][CH2:21]4)=[N:15][CH:16]=3)=[CH:8][C:6]=2[N:7]=1.CC1(C)C(C)(C)OB([C:40]2[CH:41]=[N:42][C:43]([NH2:46])=[N:44][CH:45]=2)O1.C([O-])([O-])=O.[Na+].[Na+], predict the reaction product. The product is: [O:29]1[CH2:30][CH2:31][N:26]([C:4]2[C:5]3[S:10][C:9]([C:11]4[CH:16]=[N:15][C:14]([O:17][CH2:18][CH2:19][N:20]5[CH2:25][CH2:24][O:23][CH2:22][CH2:21]5)=[CH:13][CH:12]=4)=[CH:8][C:6]=3[N:7]=[C:2]([C:40]3[CH:41]=[N:42][C:43]([NH2:46])=[N:44][CH:45]=3)[N:3]=2)[CH2:27][CH2:28]1.